This data is from Full USPTO retrosynthesis dataset with 1.9M reactions from patents (1976-2016). The task is: Predict the reactants needed to synthesize the given product. (1) Given the product [Cl:28][C:29]1[CH:37]=[C:36]([CH3:38])[C:32]([C:33]([NH:1][CH2:2][CH2:3][C@H:4]([N:6]2[CH2:11][CH2:10][CH:9]([N:12]([C:20]3[CH:21]=[CH:22][C:23]([O:26][CH3:27])=[CH:24][CH:25]=3)[CH2:13][C:14]3[CH:15]=[N:16][CH:17]=[CH:18][CH:19]=3)[CH2:8][CH2:7]2)[CH3:5])=[O:34])=[C:31]([CH3:39])[N:30]=1, predict the reactants needed to synthesize it. The reactants are: [NH2:1][CH2:2][CH2:3][C@H:4]([N:6]1[CH2:11][CH2:10][CH:9]([N:12]([C:20]2[CH:25]=[CH:24][C:23]([O:26][CH3:27])=[CH:22][CH:21]=2)[CH2:13][C:14]2[CH:15]=[N:16][CH:17]=[CH:18][CH:19]=2)[CH2:8][CH2:7]1)[CH3:5].[Cl:28][C:29]1[CH:37]=[C:36]([CH3:38])[C:32]([C:33](O)=[O:34])=[C:31]([CH3:39])[N:30]=1.C1C=CC2N(O)N=NC=2C=1.CCN(C(C)C)C(C)C.CCN=C=NCCCN(C)C. (2) Given the product [CH3:40][N:42]1[CH2:47][CH2:46][CH:45]([NH:48][C:10]([C:8]2[CH:7]=[CH:6][C:5]3[N:1]=[CH:2][NH:3][C:4]=3[CH:9]=2)=[O:12])[CH2:44][CH2:43]1, predict the reactants needed to synthesize it. The reactants are: [N:1]1[C:5]2[CH:6]=[CH:7][C:8]([C:10]([OH:12])=O)=[CH:9][C:4]=2[NH:3][CH:2]=1.CCN=C=NCCCN(C)C.Cl.C1C=CC2N(O)N=NC=2C=1.C(O[C:40]([N:42]1[CH2:47][CH2:46][CH:45]([NH2:48])[CH2:44][CH2:43]1)=O)(C)(C)C.CCN(C(C)C)C(C)C. (3) Given the product [CH3:21][O:22][C:23]1[CH:29]=[C:28]([N:30]2[CH2:31][CH2:32][P:33]([CH3:37])(=[O:36])[CH2:34][CH2:35]2)[CH:27]=[CH:26][C:24]=1[NH:25][C:2]1[N:7]=[N:6][CH:5]=[C:4]([NH:8][C:9]2[CH:14]=[CH:13][CH:12]=[CH:11][C:10]=2[S:15]([CH:18]([CH3:20])[CH3:19])(=[O:17])=[O:16])[CH:3]=1, predict the reactants needed to synthesize it. The reactants are: Cl[C:2]1[N:7]=[N:6][CH:5]=[C:4]([NH:8][C:9]2[CH:14]=[CH:13][CH:12]=[CH:11][C:10]=2[S:15]([CH:18]([CH3:20])[CH3:19])(=[O:17])=[O:16])[CH:3]=1.[CH3:21][O:22][C:23]1[CH:29]=[C:28]([N:30]2[CH2:35][CH2:34][P:33]([CH3:37])(=[O:36])[CH2:32][CH2:31]2)[CH:27]=[CH:26][C:24]=1[NH2:25].Cl.